Dataset: Peptide-MHC class II binding affinity with 134,281 pairs from IEDB. Task: Regression. Given a peptide amino acid sequence and an MHC pseudo amino acid sequence, predict their binding affinity value. This is MHC class II binding data. (1) The peptide sequence is EKKYFAATQFEPMAA. The MHC is HLA-DQA10301-DQB10302 with pseudo-sequence HLA-DQA10301-DQB10302. The binding affinity (normalized) is 0.383. (2) The peptide sequence is FLVKCQLQNPGVADL. The MHC is H-2-IAb with pseudo-sequence H-2-IAb. The binding affinity (normalized) is 0.109. (3) The peptide sequence is GRRGAAEVLVVLSEL. The MHC is DRB1_0801 with pseudo-sequence DRB1_0801. The binding affinity (normalized) is 0.287.